From a dataset of Catalyst prediction with 721,799 reactions and 888 catalyst types from USPTO. Predict which catalyst facilitates the given reaction. (1) Reactant: [CH2:1]([O:8][C:9]([NH:11][CH2:12][C@H:13]([NH:29][CH3:30])[CH2:14][O:15][C:16](=[O:28])[NH:17][C:18]1[N:19]=[CH:20][C:21]2[C:26]([CH:27]=1)=[CH:25][CH:24]=[CH:23][CH:22]=2)=[O:10])[C:2]1[CH:7]=[CH:6][CH:5]=[CH:4][CH:3]=1.[Cl:31][C:32]1[C:51]([F:52])=[CH:50][CH:49]=[CH:48][C:33]=1[CH2:34][NH:35][C:36](=[O:47])OC1C=CC([N+]([O-])=O)=CC=1.CCN(C(C)C)C(C)C. Product: [CH2:1]([O:8][C:9]([NH:11][CH2:12][C@H:13]([N:29]([CH3:30])[C:36]([NH:35][CH2:34][C:33]1[CH:48]=[CH:49][CH:50]=[C:51]([F:52])[C:32]=1[Cl:31])=[O:47])[CH2:14][O:15][C:16](=[O:28])[NH:17][C:18]1[N:19]=[CH:20][C:21]2[C:26]([CH:27]=1)=[CH:25][CH:24]=[CH:23][CH:22]=2)=[O:10])[C:2]1[CH:3]=[CH:4][CH:5]=[CH:6][CH:7]=1. The catalyst class is: 1. (2) Reactant: [Cl:1][C:2]1[C:3]([NH:20][C:21]2[CH:26]=[CH:25][CH:24]=[CH:23][CH:22]=2)=[C:4]2[N:10]=[C:9]([C:11]3[CH:16]=[CH:15][C:14]([N+:17]([O-])=O)=[CH:13][CH:12]=3)[NH:8][C:5]2=[N:6][CH:7]=1. Product: [NH2:17][C:14]1[CH:15]=[CH:16][C:11]([C:9]2[NH:8][C:5]3=[N:6][CH:7]=[C:2]([Cl:1])[C:3]([NH:20][C:21]4[CH:26]=[CH:25][CH:24]=[CH:23][CH:22]=4)=[C:4]3[N:10]=2)=[CH:12][CH:13]=1. The catalyst class is: 94. (3) Reactant: [CH3:1][C:2]1[C:7]2[NH:8][C:9]3[C:14]([C:6]=2[CH:5]=[CH:4][N:3]=1)=[CH:13][CH:12]=[C:11]([OH:15])[CH:10]=3.[H-].[Na+].Br[CH2:19][CH:20]1[CH2:22][CH2:21]1. Product: [CH:20]1([CH2:19][O:15][C:11]2[CH:10]=[C:9]3[C:14]([C:6]4[CH:5]=[CH:4][N:3]=[C:2]([CH3:1])[C:7]=4[NH:8]3)=[CH:13][CH:12]=2)[CH2:22][CH2:21]1. The catalyst class is: 3. (4) Reactant: [NH2:1][CH:2]([C:6]1[CH:11]=[CH:10][CH:9]=[CH:8][CH:7]=1)[C:3]([OH:5])=[O:4].[OH-].[Na+].Cl[C:15]([O:17][CH:18]([CH3:20])[CH3:19])=[O:16].Cl. Product: [CH:18]([O:17][C:15]([NH:1][CH:2]([C:6]1[CH:11]=[CH:10][CH:9]=[CH:8][CH:7]=1)[C:3]([OH:5])=[O:4])=[O:16])([CH3:20])[CH3:19]. The catalyst class is: 1.